Dataset: Reaction yield outcomes from USPTO patents with 853,638 reactions. Task: Predict the reaction yield, written as a fraction of the theoretical maximum amount of product (1.0 means a 100% yield; for example, 0.34 means a 34% yield). (1) The reactants are Cl.[C:2]([O:6][C:7](=[O:33])[CH2:8][NH:9][C:10]1[C:15]([NH:16][C:17](OCC2C=CC=CC=2)=[O:18])=[CH:14][N:13]=[C:12]([C:27]2[CH:32]=[CH:31][CH:30]=[CH:29][CH:28]=2)[N:11]=1)([CH3:5])([CH3:4])[CH3:3].CC(C)([O-])C.[K+].O. The catalyst is C(#N)C. The product is [C:2]([O:6][C:7](=[O:33])[CH2:8][N:9]1[C:17](=[O:18])[NH:16][C:15]2[C:10]1=[N:11][C:12]([C:27]1[CH:32]=[CH:31][CH:30]=[CH:29][CH:28]=1)=[N:13][CH:14]=2)([CH3:5])([CH3:4])[CH3:3]. The yield is 0.773. (2) The reactants are [CH3:1][O:2][C:3]([C:5]1[S:6][C:7]([C:15]2[CH:20]=[CH:19][CH:18]=[CH:17][CH:16]=2)=[CH:8][C:9]=1[NH:10][C:11]([CH3:14])([CH3:13])[CH3:12])=[O:4].N#N.[Cl:23][C:24]1[CH:32]=[C:31]([Cl:33])[CH:30]=[CH:29][C:25]=1[C:26](Cl)=[O:27]. The catalyst is ClC(Cl)C. The product is [CH3:1][O:2][C:3]([C:5]1[S:6][C:7]([C:15]2[CH:20]=[CH:19][CH:18]=[CH:17][CH:16]=2)=[CH:8][C:9]=1[N:10]([C:11]([CH3:14])([CH3:12])[CH3:13])[C:26](=[O:27])[C:25]1[CH:29]=[CH:30][C:31]([Cl:33])=[CH:32][C:24]=1[Cl:23])=[O:4]. The yield is 0.690.